From a dataset of Reaction yield outcomes from USPTO patents with 853,638 reactions. Predict the reaction yield, written as a fraction of the theoretical maximum amount of product (1.0 means a 100% yield; for example, 0.34 means a 34% yield). (1) The reactants are [CH:1]1[C:11]2[CH:10]([OH:12])[C:9]3[CH:13]=[CH:14][CH:15]=[CH:16][C:8]=3[CH2:7][S:6][C:5]=2[CH:4]=[CH:3][CH:2]=1.[H-].[Na+].[C:19]([O:23]C(=O)CBr)(C)(C)[CH3:20].[H-].[Al+3].[Li+].[H-].[H-].[H-]. The catalyst is C1COCC1.CCOCC. The product is [CH:1]1[C:11]2[CH:10]([O:12][CH2:20][CH2:19][OH:23])[C:9]3[CH:13]=[CH:14][CH:15]=[CH:16][C:8]=3[CH2:7][S:6][C:5]=2[CH:4]=[CH:3][CH:2]=1. The yield is 0.630. (2) The reactants are [C:1]([O:5][C:6]([NH:8][CH:9]1[CH2:18][C:17]2[C:12](=[CH:13][C:14]([C:19]3[CH:20]=[CH:21][N:22]4[C:27]([C:28]=3[CH3:29])=[C:26]([CH:30]3[CH2:32][CH2:31]3)[CH:25]=[C:24]([C:33]([O:35]C)=[O:34])[C:23]4=[O:37])=[CH:15][CH:16]=2)[NH:11][C:10]1=[O:38])=[O:7])([CH3:4])([CH3:3])[CH3:2].[OH-].[Na+].O. The catalyst is CO. The product is [C:1]([O:5][C:6]([NH:8][CH:9]1[CH2:18][C:17]2[C:12](=[CH:13][C:14]([C:19]3[CH:20]=[CH:21][N:22]4[C:27]([C:28]=3[CH3:29])=[C:26]([CH:30]3[CH2:32][CH2:31]3)[CH:25]=[C:24]([C:33]([OH:35])=[O:34])[C:23]4=[O:37])=[CH:15][CH:16]=2)[NH:11][C:10]1=[O:38])=[O:7])([CH3:2])([CH3:3])[CH3:4]. The yield is 0.690.